This data is from Forward reaction prediction with 1.9M reactions from USPTO patents (1976-2016). The task is: Predict the product of the given reaction. (1) Given the reactants C[O:2][C:3]([C:5]1(/[CH:11]=[CH:12]/[C:13]2[CH:22]=[C:21]3[C:16]([CH:17]=[CH:18][C:19]([C@H:23]([NH:25][C:26]([O:28][C:29]([CH3:32])([CH3:31])[CH3:30])=[O:27])[CH3:24])=[N:20]3)=[CH:15][CH:14]=2)[CH2:10][O:9][CH2:8][CH2:7][O:6]1)=[O:4].O.[OH-].[Li+], predict the reaction product. The product is: [C:29]([O:28][C:26]([NH:25][C@@H:23]([C:19]1[CH:18]=[CH:17][C:16]2[C:21](=[CH:22][C:13](/[CH:12]=[CH:11]/[C:5]3([C:3]([OH:4])=[O:2])[CH2:10][O:9][CH2:8][CH2:7][O:6]3)=[CH:14][CH:15]=2)[N:20]=1)[CH3:24])=[O:27])([CH3:30])([CH3:31])[CH3:32]. (2) The product is: [C:33]([C:37]1[CH:69]=[CH:68][C:40]([C:41]([NH:43][C:44]2[CH:45]=[CH:46][C:47]([C:50]3[CH:51]=[C:52]4[C:56](=[CH:57][CH:58]=3)[C:55](=[O:59])[N:54]([C@@H:60]([CH:65]([CH3:66])[CH3:67])[C:61]([OH:63])=[O:62])[CH2:53]4)=[CH:48][CH:49]=2)=[O:42])=[CH:39][CH:38]=1)([CH3:35])([CH3:34])[CH3:36]. Given the reactants C(NC1C=CC(C2C=C3C(=CC=2)C(=O)N([C@@H](C(C)C)C(O)=O)C3)=CC=1)(=O)C1C=CC=CC=1.[C:33]([C:37]1[CH:69]=[CH:68][C:40]([C:41]([NH:43][C:44]2[CH:49]=[CH:48][C:47]([C:50]3[CH:51]=[C:52]4[C:56](=[CH:57][CH:58]=3)[C:55](=[O:59])[N:54]([C@@H:60]([CH:65]([CH3:67])[CH3:66])[C:61]([O:63]C)=[O:62])[CH2:53]4)=[CH:46][CH:45]=2)=[O:42])=[CH:39][CH:38]=1)([CH3:36])([CH3:35])[CH3:34], predict the reaction product. (3) Given the reactants [CH3:1][O:2][C:3]1[CH:12]=[CH:11][CH:10]=[C:9]2[C:4]=1[CH2:5][C@@H:6]([NH:13][C:14](=[O:19])[C:15]([F:18])([F:17])[F:16])[CH2:7][O:8]2.S(Cl)(Cl)=O.[Cl:24][S:25](O)(=[O:27])=[O:26], predict the reaction product. The product is: [CH3:1][O:2][C:3]1[CH:12]=[CH:11][C:10]([S:25]([Cl:24])(=[O:27])=[O:26])=[C:9]2[C:4]=1[CH2:5][C@@H:6]([NH:13][C:14](=[O:19])[C:15]([F:16])([F:17])[F:18])[CH2:7][O:8]2. (4) The product is: [C:15]([OH:17])(=[O:16])[C:8]1[CH:7]=[CH:6][CH:14]=[C:10]([C:11]([OH:13])=[O:12])[CH:9]=1. Given the reactants [Na].S([C:6]1[CH:7]=[C:8]([C:15]([OH:17])=[O:16])[CH:9]=[C:10]([CH:14]=1)[C:11]([OH:13])=[O:12])(O)(=O)=O, predict the reaction product. (5) Given the reactants CC(C)([O-])C.[K+].Br[C:8]1[CH:13]=[CH:12][CH:11]=[CH:10][CH:9]=1.[NH:14]1[CH2:19][CH2:18][CH2:17][CH2:16][CH2:15]1, predict the reaction product. The product is: [C:8]1([N:14]2[CH2:19][CH2:18][CH2:17][CH2:16][CH2:15]2)[CH:13]=[CH:12][CH:11]=[CH:10][CH:9]=1.